From a dataset of NCI-60 drug combinations with 297,098 pairs across 59 cell lines. Regression. Given two drug SMILES strings and cell line genomic features, predict the synergy score measuring deviation from expected non-interaction effect. (1) Drug 1: C1=CC(=CC=C1C#N)C(C2=CC=C(C=C2)C#N)N3C=NC=N3. Drug 2: CC1=C2C(C(=O)C3(C(CC4C(C3C(C(C2(C)C)(CC1OC(=O)C(C(C5=CC=CC=C5)NC(=O)C6=CC=CC=C6)O)O)OC(=O)C7=CC=CC=C7)(CO4)OC(=O)C)O)C)OC(=O)C. Cell line: SN12C. Synergy scores: CSS=10.1, Synergy_ZIP=0.990, Synergy_Bliss=-1.02, Synergy_Loewe=-26.1, Synergy_HSA=-5.56. (2) Drug 1: CC1=C2C(C(=O)C3(C(CC4C(C3C(C(C2(C)C)(CC1OC(=O)C(C(C5=CC=CC=C5)NC(=O)OC(C)(C)C)O)O)OC(=O)C6=CC=CC=C6)(CO4)OC(=O)C)OC)C)OC. Drug 2: CCCCCOC(=O)NC1=NC(=O)N(C=C1F)C2C(C(C(O2)C)O)O. Cell line: MCF7. Synergy scores: CSS=44.9, Synergy_ZIP=8.06, Synergy_Bliss=8.56, Synergy_Loewe=-15.6, Synergy_HSA=8.84. (3) Drug 1: CC1=C(C(CCC1)(C)C)C=CC(=CC=CC(=CC(=O)O)C)C. Drug 2: CCC1(CC2CC(C3=C(CCN(C2)C1)C4=CC=CC=C4N3)(C5=C(C=C6C(=C5)C78CCN9C7C(C=CC9)(C(C(C8N6C)(C(=O)OC)O)OC(=O)C)CC)OC)C(=O)OC)O.OS(=O)(=O)O. Cell line: ACHN. Synergy scores: CSS=13.5, Synergy_ZIP=-2.69, Synergy_Bliss=1.92, Synergy_Loewe=2.73, Synergy_HSA=2.83. (4) Drug 1: C1CNP(=O)(OC1)N(CCCl)CCCl. Drug 2: C1C(C(OC1N2C=NC(=NC2=O)N)CO)O. Cell line: LOX IMVI. Synergy scores: CSS=-14.1, Synergy_ZIP=7.17, Synergy_Bliss=6.63, Synergy_Loewe=-12.9, Synergy_HSA=-9.14.